The task is: Predict the reactants needed to synthesize the given product.. This data is from Full USPTO retrosynthesis dataset with 1.9M reactions from patents (1976-2016). Given the product [CH3:6][O:7][N:8]([CH3:9])[C:10]1[N:11]=[C:12]([NH:20][CH2:23][CH2:29][CH3:30])[N:13]=[C:14]([NH:16][CH2:17][C:18]#[CH:19])[N:15]=1, predict the reactants needed to synthesize it. The reactants are: F[B-](F)(F)F.[CH3:6][O:7][N:8]([C:10]1[N:15]=[C:14]([NH:16][CH2:17][CH2:18][CH3:19])[N:13]=[C:12]([N+:20]([CH3:23])(C)C)[N:11]=1)[CH3:9].S(O)(O)(=O)=O.[CH2:29](N)[C:30]#C.C(N)C#C.CS(C)=O.C(N(CC)C(C)C)(C)C.